Dataset: Full USPTO retrosynthesis dataset with 1.9M reactions from patents (1976-2016). Task: Predict the reactants needed to synthesize the given product. (1) Given the product [CH3:1][O:2][C:3]1[CH:4]=[C:5]([CH:9]=[C:10]([C:12]([F:15])([F:14])[F:13])[CH:11]=1)[C:6]([NH2:22])=[O:7], predict the reactants needed to synthesize it. The reactants are: [CH3:1][O:2][C:3]1[CH:4]=[C:5]([CH:9]=[C:10]([C:12]([F:15])([F:14])[F:13])[CH:11]=1)[C:6](O)=[O:7].C1C=CC2N(O)N=[N:22]C=2C=1.CCN=C=NCCCN(C)C.[NH4+].[OH-]. (2) Given the product [Br:15][C:16]1[CH:21]=[CH:20][C:19]([S:22]([NH:14][C:11]2[CH:10]=[CH:9][C:8]([CH:6]3[CH2:5][N:4]([CH2:1][CH2:2][CH3:3])[CH2:7]3)=[CH:13][CH:12]=2)(=[O:24])=[O:23])=[CH:18][CH:17]=1, predict the reactants needed to synthesize it. The reactants are: [CH2:1]([N:4]1[CH2:7][CH:6]([C:8]2[CH:13]=[CH:12][C:11]([NH2:14])=[CH:10][CH:9]=2)[CH2:5]1)[CH2:2][CH3:3].[Br:15][C:16]1[CH:21]=[CH:20][C:19]([S:22](Cl)(=[O:24])=[O:23])=[CH:18][CH:17]=1. (3) Given the product [C:1]([O:5][C:6]([N:8]1[CH2:11][C:10]([NH:13][C:14]2[CH:15]=[C:16]3[C:25](=[CH:26][C:27]=2/[CH:32]=[CH:31]/[O:33][CH2:34][CH3:35])[O:24][CH2:23][C:22]2[N:17]3[C@H:18]([CH3:30])[C:19](=[O:29])[NH:20][N:21]=2)([CH3:12])[CH2:9]1)=[O:7])([CH3:4])([CH3:3])[CH3:2], predict the reactants needed to synthesize it. The reactants are: [C:1]([O:5][C:6]([N:8]1[CH2:11][C:10]([NH:13][C:14]2[CH:15]=[C:16]3[C:25](=[CH:26][C:27]=2Br)[O:24][CH2:23][C:22]2[N:17]3[C@H:18]([CH3:30])[C:19](=[O:29])[NH:20][N:21]=2)([CH3:12])[CH2:9]1)=[O:7])([CH3:4])([CH3:3])[CH3:2].[CH2:31]([O:33]/[CH:34]=[CH:35]/B1OC(C)(C)C(C)(C)O1)[CH3:32].C(Cl)Cl.C([O-])([O-])=O.[K+].[K+].